From a dataset of Catalyst prediction with 721,799 reactions and 888 catalyst types from USPTO. Predict which catalyst facilitates the given reaction. (1) Reactant: [NH2:1][C:2]1[C:3]([C:7]2[N:11]([C:12]3[CH:17]=[CH:16][C:15]([F:18])=[C:14]([Br:19])[CH:13]=3)[C:10](=[O:20])[O:9][N:8]=2)=[N:4][O:5][N:6]=1.[C:21]([O:25][C:26]([N:28]1[CH2:33][CH2:32][C:31]([C:37]2[CH:42]=[CH:41][CH:40]=[CH:39][CH:38]=2)([C:34](O)=[O:35])[CH2:30][CH2:29]1)=[O:27])([CH3:24])([CH3:23])[CH3:22].P(Cl)(Cl)(Cl)=O. Product: [Br:19][C:14]1[CH:13]=[C:12]([N:11]2[C:10](=[O:20])[O:9][N:8]=[C:7]2[C:3]2[C:2]([NH:1][C:34]([C:31]3([C:37]4[CH:38]=[CH:39][CH:40]=[CH:41][CH:42]=4)[CH2:32][CH2:33][N:28]([C:26]([O:25][C:21]([CH3:24])([CH3:23])[CH3:22])=[O:27])[CH2:29][CH2:30]3)=[O:35])=[N:6][O:5][N:4]=2)[CH:17]=[CH:16][C:15]=1[F:18]. The catalyst class is: 594. (2) The catalyst class is: 156. Reactant: C([O-])([O-])=O.[Cs+].[Cs+].OC1C=CC=C2C=1N=CC=C2.[CH3:18][C:19]1[C:20](=[O:26])[NH:21][CH:22]=[C:23]([CH3:25])[CH:24]=1.Br[C:28]1[S:32][C:31]([C:33]2[CH:38]=[CH:37][C:36]([O:39][CH2:40][CH3:41])=[CH:35][CH:34]=2)=[N:30][CH:29]=1. Product: [CH2:40]([O:39][C:36]1[CH:35]=[CH:34][C:33]([C:31]2[S:32][C:28]([N:21]3[CH:22]=[C:23]([CH3:25])[CH:24]=[C:19]([CH3:18])[C:20]3=[O:26])=[CH:29][N:30]=2)=[CH:38][CH:37]=1)[CH3:41]. (3) Reactant: C([O-])(O)=O.[Na+].[CH3:18][C:17]([O:16][C:14](O[C:14]([O:16][C:17]([CH3:20])([CH3:19])[CH3:18])=[O:15])=[O:15])([CH3:20])[CH3:19].[Br:21][C:22]1[CH:23]=[C:24]2[C:35]3([CH2:40][CH2:39][S:38][C:37]([NH2:41])=[N:36]3)[C:34]3[C:29](=[CH:30][CH:31]=[C:32]([I:42])[CH:33]=3)[O:28][C:25]2=[N:26][CH:27]=1. Product: [C:17]([O:16][C:14](=[O:15])[NH:41][C:37]1[S:38][CH2:39][CH2:40][C:35]2([C:24]3[C:25](=[N:26][CH:27]=[C:22]([Br:21])[CH:23]=3)[O:28][C:29]3[C:34]2=[CH:33][C:32]([I:42])=[CH:31][CH:30]=3)[N:36]=1)([CH3:18])([CH3:19])[CH3:20]. The catalyst class is: 12. (4) Reactant: [CH3:1][C:2]([C:4]1[CH:9]=[CH:8][C:7]([OH:10])=[C:6]([O:11][CH3:12])[CH:5]=1)=[O:3].[CH2:13](Br)[C:14]1[CH:19]=[CH:18][CH:17]=[CH:16][CH:15]=1.C(=O)([O-])[O-].[K+].[K+].O. Product: [CH2:13]([O:10][C:7]1[CH:8]=[CH:9][C:4]([C:2](=[O:3])[CH3:1])=[CH:5][C:6]=1[O:11][CH3:12])[C:14]1[CH:19]=[CH:18][CH:17]=[CH:16][CH:15]=1. The catalyst class is: 3. (5) Reactant: [F:1][C:2]([F:34])([F:33])[CH:3]([C:24]1[CH:29]=[C:28]([Cl:30])[C:27]([Cl:31])=[C:26]([Cl:32])[CH:25]=1)/[CH:4]=[CH:5]/[C:6]1[CH:11]=[CH:10][C:9]([NH:12][N:13]2C(=O)C3C(=CC=CC=3)C2=O)=[CH:8][CH:7]=1.O.NN. Product: [F:34][C:2]([F:1])([F:33])[CH:3]([C:24]1[CH:25]=[C:26]([Cl:32])[C:27]([Cl:31])=[C:28]([Cl:30])[CH:29]=1)/[CH:4]=[CH:5]/[C:6]1[CH:11]=[CH:10][C:9]([NH:12][NH2:13])=[CH:8][CH:7]=1. The catalyst class is: 14. (6) Product: [Cl:1][C:10]1[CH:15]=[CH:14][N:13]=[C:12]([C:16]2[N:24]=[C:23]([C:25](=[NH:26])[NH:2][OH:3])[N:22]=[C:21]3[C:17]=2[N:18]([CH2:27][C@H:28]2[CH2:33][CH2:32][C@H:31]([CH3:34])[CH2:30][CH2:29]2)[CH:19]=[N:20]3)[CH:11]=1. Reactant: [ClH:1].[NH2:2][OH:3].C(=O)(O)[O-].[Na+].Cl[C:10]1[CH:15]=[CH:14][N:13]=[C:12]([C:16]2[N:24]=[C:23]([C:25]#[N:26])[N:22]=[C:21]3[C:17]=2[N:18]([CH2:27][C@H:28]2[CH2:33][CH2:32][C@H:31]([CH3:34])[CH2:30][CH2:29]2)[CH:19]=[N:20]3)[CH:11]=1. The catalyst class is: 97.